This data is from Catalyst prediction with 721,799 reactions and 888 catalyst types from USPTO. The task is: Predict which catalyst facilitates the given reaction. (1) Reactant: Cl.[CH2:2]([C:4]1[S:24][C:7]2[N:8]=[C:9]([S:18][CH2:19][C:20]([O:22][CH3:23])=[O:21])[N:10]=[C:11]([N:12]3[CH2:17][CH2:16][NH:15][CH2:14][CH2:13]3)[C:6]=2[CH:5]=1)[CH3:3].C(N(C(C)C)CC)(C)C.[CH2:34]([O:37][C:38]1[CH:46]=[CH:45][C:41]([C:42](O)=[O:43])=[CH:40][CH:39]=1)[CH2:35][CH3:36].CN(C(ON1N=NC2C=CC=NC1=2)=[N+](C)C)C.F[P-](F)(F)(F)(F)F. Product: [CH2:2]([C:4]1[S:24][C:7]2[N:8]=[C:9]([S:18][CH2:19][C:20]([O:22][CH3:23])=[O:21])[N:10]=[C:11]([N:12]3[CH2:17][CH2:16][N:15]([C:42](=[O:43])[C:41]4[CH:40]=[CH:39][C:38]([O:37][CH2:34][CH2:35][CH3:36])=[CH:46][CH:45]=4)[CH2:14][CH2:13]3)[C:6]=2[CH:5]=1)[CH3:3]. The catalyst class is: 3. (2) Reactant: [CH2:1]([O:8][C:9]1[C:18]([OH:19])=[C:17]2[C:12]([C:13](=[O:30])[C:14]([C:23]3[CH:28]=[CH:27][C:26]([Cl:29])=[CH:25][CH:24]=3)=[C:15]([CH:20]([CH3:22])[CH3:21])[O:16]2)=[CH:11][CH:10]=1)[C:2]1[CH:7]=[CH:6][CH:5]=[CH:4][CH:3]=1.IC.[C:33]([O-])([O-])=O.[K+].[K+]. Product: [CH2:1]([O:8][C:9]1[C:18]([O:19][CH3:33])=[C:17]2[C:12]([C:13](=[O:30])[C:14]([C:23]3[CH:28]=[CH:27][C:26]([Cl:29])=[CH:25][CH:24]=3)=[C:15]([CH:20]([CH3:22])[CH3:21])[O:16]2)=[CH:11][CH:10]=1)[C:2]1[CH:7]=[CH:6][CH:5]=[CH:4][CH:3]=1. The catalyst class is: 288.